This data is from Catalyst prediction with 721,799 reactions and 888 catalyst types from USPTO. The task is: Predict which catalyst facilitates the given reaction. Reactant: [CH3:1][N:2]1[C:14]2[C:13]3[N:12]=[C:11](OS(C(F)(F)F)(=O)=O)[N:10]=[CH:9][C:8]=3[CH2:7][CH2:6][C:5]=2[C:4]([C:23]([O:25][CH2:26][CH3:27])=[O:24])=[N:3]1.[NH2:28][CH:29]1[CH2:33][CH2:32][N:31]([C:34]([O:36][C:37]([CH3:40])([CH3:39])[CH3:38])=[O:35])[CH2:30]1.C(OCC)C. Product: [C:37]([O:36][C:34]([N:31]1[CH2:32][CH2:33][CH:29]([NH:28][C:11]2[N:10]=[CH:9][C:8]3[CH2:7][CH2:6][C:5]4[C:4]([C:23]([O:25][CH2:26][CH3:27])=[O:24])=[N:3][N:2]([CH3:1])[C:14]=4[C:13]=3[N:12]=2)[CH2:30]1)=[O:35])([CH3:40])([CH3:38])[CH3:39]. The catalyst class is: 12.